From a dataset of Reaction yield outcomes from USPTO patents with 853,638 reactions. Predict the reaction yield, written as a fraction of the theoretical maximum amount of product (1.0 means a 100% yield; for example, 0.34 means a 34% yield). (1) The reactants are [NH2:1][CH2:2][CH2:3][O:4][C:5]1[CH:10]=[CH:9][C:8]([C:11]2[CH:12]=[C:13]3[C:18](=[CH:19][CH:20]=2)[N:17]=[C:16]([C:21]2[CH:22]=[N:23][CH:24]=[CH:25][CH:26]=2)[N:15]=[C:14]3[NH:27][CH3:28])=[CH:7][CH:6]=1.C(N(CC)CC)C.[C:36](OC(=O)C)(=[O:38])[CH3:37].O. The catalyst is C(Cl)Cl. The product is [CH3:28][NH:27][C:14]1[C:13]2[C:18](=[CH:19][CH:20]=[C:11]([C:8]3[CH:7]=[CH:6][C:5]([O:4][CH2:3][CH2:2][NH:1][C:36](=[O:38])[CH3:37])=[CH:10][CH:9]=3)[CH:12]=2)[N:17]=[C:16]([C:21]2[CH:22]=[N:23][CH:24]=[CH:25][CH:26]=2)[N:15]=1. The yield is 0.510. (2) The reactants are [Br:1][C:2]1[CH:7]=[C:6]([N+:8]([O-:10])=[O:9])[C:5]([NH:11]C(=O)C(F)(F)F)=[C:4]([CH:18]2[CH2:22][CH2:21][CH2:20][O:19]2)[C:3]=1[F:23].O1CCOCC1.S(=O)(=O)(O)O.C([O-])(O)=O.[Na+]. The catalyst is CCOC(C)=O. The product is [Br:1][C:2]1[CH:7]=[C:6]([N+:8]([O-:10])=[O:9])[C:5]([NH2:11])=[C:4]([CH:18]2[CH2:22][CH2:21][CH2:20][O:19]2)[C:3]=1[F:23]. The yield is 0.940. (3) The reactants are [Cl:1][C:2]1[S:6][C:5]([C:7]([NH:9][C@@H:10]([CH2:23][C:24]2[CH:29]=[CH:28][CH:27]=[CH:26][C:25]=2[C:30]([F:33])([F:32])[F:31])[CH2:11][N:12]2C(=O)C3C(=CC=CC=3)C2=O)=[O:8])=[CH:4][C:3]=1[C:34]1[N:38]([CH3:39])[N:37]=[N:36][CH:35]=1.NN. The catalyst is CO.O. The product is [NH2:12][CH2:11][C@@H:10]([NH:9][C:7]([C:5]1[S:6][C:2]([Cl:1])=[C:3]([C:34]2[N:38]([CH3:39])[N:37]=[N:36][CH:35]=2)[CH:4]=1)=[O:8])[CH2:23][C:24]1[CH:29]=[CH:28][CH:27]=[CH:26][C:25]=1[C:30]([F:33])([F:32])[F:31]. The yield is 0.750. (4) The reactants are Br[C:2]1[CH:7]=[CH:6][CH:5]=[C:4]([CH2:8][F:9])[N:3]=1.[CH2:10]([OH:14])[CH2:11][C:12]#[CH:13]. No catalyst specified. The product is [F:9][CH2:8][C:4]1[N:3]=[C:2]([C:13]#[C:12][CH2:11][CH2:10][OH:14])[CH:7]=[CH:6][CH:5]=1. The yield is 0.790. (5) The reactants are [Br:1][C:2]1[C:3]([F:11])=[C:4]([CH:8]=[CH:9][CH:10]=1)[C:5]([OH:7])=O.CN(C)C=O.[CH2:17]([NH:24][CH2:25][CH2:26][OH:27])[C:18]1[CH:23]=[CH:22][CH:21]=[CH:20][CH:19]=1.C(N(CC)CC)C. The catalyst is S(Cl)(Cl)=O.O1CCCC1.O. The product is [CH2:17]([N:24]([CH2:25][CH2:26][OH:27])[C:5](=[O:7])[C:4]1[CH:8]=[CH:9][CH:10]=[C:2]([Br:1])[C:3]=1[F:11])[C:18]1[CH:23]=[CH:22][CH:21]=[CH:20][CH:19]=1. The yield is 0.689. (6) The reactants are [CH2:1]([O:8][C@@H:9]1[C@@H:14]([O:15][CH2:16][C:17]2[CH:22]=[CH:21][CH:20]=[CH:19][CH:18]=2)[C@H:13]([O:23][CH2:24][C:25]2[CH:30]=[CH:29][CH:28]=[CH:27][CH:26]=2)[C@@H:12]([CH2:31][O:32][CH2:33][C:34]2[CH:39]=[CH:38][CH:37]=[CH:36][CH:35]=2)[O:11][C:10]1([C:41]1[CH:49]=[C:48]([CH2:50][C:51]2[CH:56]=[CH:55][C:54]([O:57][CH3:58])=[CH:53][CH:52]=2)[C:47]([Br:59])=[C:46]2[C:42]=1[CH2:43][CH2:44][CH2:45]2)O)[C:2]1[CH:7]=[CH:6][CH:5]=[CH:4][CH:3]=1.C([SiH](CC)CC)C.B(F)(F)F.CCOCC.C([O-])([O-])=O.[K+].[K+]. The catalyst is C(Cl)Cl. The product is [CH2:24]([O:23][C@H:13]1[C@H:14]([O:15][CH2:16][C:17]2[CH:18]=[CH:19][CH:20]=[CH:21][CH:22]=2)[C@@H:9]([O:8][CH2:1][C:2]2[CH:7]=[CH:6][CH:5]=[CH:4][CH:3]=2)[CH:10]([C:41]2[CH:49]=[C:48]([CH2:50][C:51]3[CH:52]=[CH:53][C:54]([O:57][CH3:58])=[CH:55][CH:56]=3)[C:47]([Br:59])=[C:46]3[C:42]=2[CH2:43][CH2:44][CH2:45]3)[O:11][C@@H:12]1[CH2:31][O:32][CH2:33][C:34]1[CH:35]=[CH:36][CH:37]=[CH:38][CH:39]=1)[C:25]1[CH:30]=[CH:29][CH:28]=[CH:27][CH:26]=1. The yield is 0.420. (7) The reactants are COC(=O)[NH:4][CH:5]([C:9]([N:11]1[CH2:15][CH2:14][CH2:13][CH:12]1[C:16]1[NH:17][C:18]([C:21]2[CH:26]=[CH:25][C:24](Br)=[CH:23][CH:22]=2)=[CH:19][N:20]=1)=[O:10])[CH:6]([CH3:8])[CH3:7].[CH3:29][O:30][C:31](=[O:70])[NH:32][CH:33]([C:37]([N:39]1[CH:44]([C:45]2[NH:46][C:47]([C:50]3[CH:59]=[CH:58][C:57]4[C:52](=[CH:53][CH:54]=[C:55](B5OC(C)(C)C(C)(C)O5)[CH:56]=4)[CH:51]=3)=[CH:48][N:49]=2)[CH:43]2[CH2:69][CH:40]1[CH2:41][CH2:42]2)=[O:38])[CH:34]([CH3:36])[CH3:35].[C:71]([O-:74])([OH:73])=O.[Na+].[CH3:76]OCCOC. The catalyst is O. The product is [CH3:29][O:30][C:31](=[O:70])[NH:32][CH:33]([C:37]([N:39]1[CH:44]([C:45]2[NH:46][C:47]([C:50]3[CH:59]=[CH:58][C:57]4[C:52](=[CH:53][CH:54]=[C:55]([C:24]5[CH:23]=[CH:22][C:21]([C:18]6[NH:17][C:16]([CH:12]7[CH2:13][CH2:14][CH2:15][N:11]7[C:9](=[O:10])[CH:5]([NH:4][C:71]([O:74][CH3:76])=[O:73])[CH:6]([CH3:7])[CH3:8])=[N:20][CH:19]=6)=[CH:26][CH:25]=5)[CH:56]=4)[CH:51]=3)=[CH:48][N:49]=2)[CH:43]2[CH2:69][CH:40]1[CH2:41][CH2:42]2)=[O:38])[CH:34]([CH3:35])[CH3:36]. The yield is 0.440. (8) The reactants are CO[C:3]([C:5]1[CH:10]=[N:9][C:8]([CH2:11][N:12]2[CH2:17][CH2:16][CH2:15][CH2:14][CH2:13]2)=[CH:7][N:6]=1)=[O:4].COC([C:22]1[CH:27]=[N:26][C:25](C=O)=[CH:24][N:23]=1)=O.N1CC[CH2:33][CH2:32][CH2:31]1.[BH-](OC(C)=O)(OC(C)=O)OC(C)=O.[Na+]. The catalyst is C(Cl)Cl. The product is [CH:32]([N:23]1[CH2:22][CH2:27][N:26]([C:3]([C:5]2[CH:10]=[N:9][C:8]([CH2:11][N:12]3[CH2:17][CH2:16][CH2:15][CH2:14][CH2:13]3)=[CH:7][N:6]=2)=[O:4])[CH2:25][CH2:24]1)([CH3:33])[CH3:31]. The yield is 0.230. (9) The reactants are [Br:1][C:2]1[CH:3]=[N:4][N:5]([CH3:16])[C:6]=1[C:7]1[CH:8]=[C:9]([C:13]([OH:15])=O)[S:10][C:11]=1[CH3:12].[NH2:17][C@@H:18]([CH2:31][C:32]1[CH:37]=[CH:36][C:35]([F:38])=[CH:34][CH:33]=1)[CH2:19][N:20]1[C:28](=[O:29])[C:27]2[C:22](=[CH:23][CH:24]=[CH:25][CH:26]=2)[C:21]1=[O:30].CC(OC(N[C@H](C(O)=O)CC1C=CC=CC=1C(F)(F)F)=O)(C)C.C1CN([P+](Br)(N2CCCC2)N2CCCC2)CC1.F[P-](F)(F)(F)(F)F.CCN(C(C)C)C(C)C. The catalyst is C(Cl)(Cl)Cl. The product is [Br:1][C:2]1[CH:3]=[N:4][N:5]([CH3:16])[C:6]=1[C:7]1[CH:8]=[C:9]([C:13]([NH:17][C@@H:18]([CH2:31][C:32]2[CH:33]=[CH:34][C:35]([F:38])=[CH:36][CH:37]=2)[CH2:19][N:20]2[C:28](=[O:29])[C:27]3[C:22](=[CH:23][CH:24]=[CH:25][CH:26]=3)[C:21]2=[O:30])=[O:15])[S:10][C:11]=1[CH3:12]. The yield is 0.710.